This data is from Catalyst prediction with 721,799 reactions and 888 catalyst types from USPTO. The task is: Predict which catalyst facilitates the given reaction. Reactant: [CH3:1][S:2](Cl)(=[O:4])=[O:3].[OH:6][CH2:7][CH2:8][C:9]1[N:10]=[C:11]([C:15]2[CH:20]=[CH:19][C:18]([C:21]3[CH:26]=[CH:25][CH:24]=[C:23]([C:27](=[O:29])[CH3:28])[CH:22]=3)=[CH:17][CH:16]=2)[O:12][C:13]=1[CH3:14].C(N(CC)CC)C. Product: [C:27]([C:23]1[CH:22]=[C:21]([C:18]2[CH:17]=[CH:16][C:15]([C:11]3[O:12][C:13]([CH3:14])=[C:9]([CH2:8][CH2:7][O:6][S:2]([CH3:1])(=[O:4])=[O:3])[N:10]=3)=[CH:20][CH:19]=2)[CH:26]=[CH:25][CH:24]=1)(=[O:29])[CH3:28]. The catalyst class is: 4.